From a dataset of Peptide-MHC class II binding affinity with 134,281 pairs from IEDB. Regression. Given a peptide amino acid sequence and an MHC pseudo amino acid sequence, predict their binding affinity value. This is MHC class II binding data. The binding affinity (normalized) is 1.00. The peptide sequence is TIPNIMFFSTMKRPS. The MHC is DRB1_1101 with pseudo-sequence DRB1_1101.